Dataset: Catalyst prediction with 721,799 reactions and 888 catalyst types from USPTO. Task: Predict which catalyst facilitates the given reaction. (1) Reactant: [CH3:1][C:2]1[N:3]([C:8]2[CH:12]=[CH:11][N:10]([CH3:13])[N:9]=2)[C:4]([CH3:7])=[CH:5][CH:6]=1.[Li]CCCC.[Cl:19]C(Cl)(Cl)C(Cl)(Cl)Cl. Product: [Cl:19][C:11]1[N:10]([CH3:13])[N:9]=[C:8]([N:3]2[C:2]([CH3:1])=[CH:6][CH:5]=[C:4]2[CH3:7])[CH:12]=1. The catalyst class is: 1. (2) Reactant: [F:1][CH2:2][CH2:3][N:4]1[CH2:9][CH2:8][N:7]([C:10]2[CH:18]=[CH:17][C:13]([C:14](O)=O)=[CH:12][CH:11]=2)[CH2:6][CH:5]1[CH3:19].[Cl:20][C:21]1[N:26]=[CH:25][N:24]=[C:23]([NH2:27])[C:22]=1[NH2:28]. The catalyst class is: 265. Product: [Cl:20][C:21]1[N:26]=[CH:25][N:24]=[C:23]2[C:22]=1[N:28]=[C:14]([C:13]1[CH:17]=[CH:18][C:10]([N:7]3[CH2:8][CH2:9][N:4]([CH2:3][CH2:2][F:1])[CH:5]([CH3:19])[CH2:6]3)=[CH:11][CH:12]=1)[NH:27]2. (3) Reactant: [Cl:1][C:2]1[CH:3]=[C:4]([C:9]([N:11]2[CH2:16][CH2:15][CH2:14][CH:13]([CH3:17])[CH2:12]2)=[O:10])[CH:5]=[N:6][C:7]=1Cl.Cl[C:19]1[CH:24]=[CH:23][C:22]([OH:25])=[CH:21][CH:20]=1.C([O-])([O-])=O.[K+].[K+].CC([N:35](C)C)=O. Product: [Cl:1][C:2]1[CH:3]=[C:4]([C:9]([N:11]2[CH2:16][CH2:15][CH2:14][CH:13]([CH3:17])[CH2:12]2)=[O:10])[CH:5]=[N:6][C:7]=1[O:25][C:22]1[CH:23]=[N:35][C:19]([CH3:24])=[CH:20][CH:21]=1. The catalyst class is: 13. (4) Reactant: [F:1][C:2]1[CH:9]=[CH:8][C:5]([CH2:6]Br)=[C:4]([C:10]([F:13])([F:12])[F:11])[CH:3]=1.[OH:14][C:15]1[CH:19]=[C:18]([N:20]2[C:28]3[CH:27]=[CH:26][N:25]=[CH:24][C:23]=3[N:22]=[CH:21]2)[S:17][C:16]=1[C:29]([O:31][CH3:32])=[O:30].C(=O)([O-])[O-].[K+].[K+]. Product: [F:1][C:2]1[CH:9]=[CH:8][C:5]([CH2:6][O:14][C:15]2[CH:19]=[C:18]([N:20]3[C:28]4[CH:27]=[CH:26][N:25]=[CH:24][C:23]=4[N:22]=[CH:21]3)[S:17][C:16]=2[C:29]([O:31][CH3:32])=[O:30])=[C:4]([C:10]([F:13])([F:12])[F:11])[CH:3]=1. The catalyst class is: 3. (5) Reactant: Cl.[CH3:2][O:3][C:4](=[O:13])[C:5]1[CH:10]=[CH:9][CH:8]=[C:7]([CH2:11][NH2:12])[CH:6]=1.C(=O)(O)[O-].[Na+].[C:19]([O:23][C:24](O[C:24]([O:23][C:19]([CH3:22])([CH3:21])[CH3:20])=[O:25])=[O:25])([CH3:22])([CH3:21])[CH3:20]. Product: [CH3:2][O:3][C:4](=[O:13])[C:5]1[CH:10]=[CH:9][CH:8]=[C:7]([CH2:11][NH:12][C:24]([O:23][C:19]([CH3:22])([CH3:21])[CH3:20])=[O:25])[CH:6]=1. The catalyst class is: 4. (6) Reactant: [CH3:1][O:2][C:3]1[CH:4]=[C:5]([CH:11](O)[C:12]([O:14][CH2:15][C:16]2[CH:21]=[CH:20][CH:19]=[CH:18][CH:17]=2)=[O:13])[CH:6]=[CH:7][C:8]=1[O:9][CH3:10].C(N(CC)CC)C.S([Cl:34])(C)(=O)=O. Product: [Cl:34][CH:11]([C:5]1[CH:6]=[CH:7][C:8]([O:9][CH3:10])=[C:3]([O:2][CH3:1])[CH:4]=1)[C:12]([O:14][CH2:15][C:16]1[CH:21]=[CH:20][CH:19]=[CH:18][CH:17]=1)=[O:13]. The catalyst class is: 2. (7) Reactant: [F:1][C:2]1[C:8]([C:9]([F:12])([F:11])[F:10])=[CH:7][CH:6]=[CH:5][C:3]=1[NH2:4].[Br:13][C:14]1[CH:15]=[C:16]([CH:20]=[CH:21][C:22]=1[F:23])[C:17](Cl)=[O:18].C(N(CC)CC)C. Product: [Br:13][C:14]1[CH:15]=[C:16]([CH:20]=[CH:21][C:22]=1[F:23])[C:17]([NH:4][C:3]1[CH:5]=[CH:6][CH:7]=[C:8]([C:9]([F:10])([F:11])[F:12])[C:2]=1[F:1])=[O:18]. The catalyst class is: 4. (8) Reactant: [CH3:1][S:2][CH2:3][C:4]1[CH:5]=[CH:6][CH:7]=[C:8]2[C:12]=1[NH:11][CH:10]=[CH:9]2.[Cl-].[In+3].[Cl-].[Cl-].[Cl:17][C:18]1[CH:23]=[CH:22][C:21]([C:24]([CH:27]2[CH2:29][C:28]2([F:31])[F:30])(O)[CH3:25])=[CH:20][CH:19]=1. Product: [Cl:17][C:18]1[CH:19]=[CH:20][C:21]([C:24]([CH:9]2[C:8]3[C:12](=[C:4]([CH2:3][S:2][CH3:1])[CH:5]=[CH:6][CH:7]=3)[NH:11][CH2:10]2)([CH:27]2[CH2:29][C:28]2([F:30])[F:31])[CH3:25])=[CH:22][CH:23]=1. The catalyst class is: 11. (9) Reactant: [Cl:1][C:2]1[C:3]([F:42])=[C:4]([C@@H:8]2[C@:12]([C:15]3[CH:20]=[CH:19][C:18]([Cl:21])=[CH:17][C:16]=3[F:22])([C:13]#[N:14])[C@H:11]([CH2:23][C:24]([CH3:27])([CH3:26])[CH3:25])[NH:10][C@H:9]2[C:28]([NH:30][C:31]2[CH:39]=[CH:38][C:34]([C:35]([OH:37])=[O:36])=[CH:33][C:32]=2[O:40][CH3:41])=[O:29])[CH:5]=[CH:6][CH:7]=1.C(=O)([O-])[O-].[Cs+].[Cs+].Cl[CH:50]([O:52][C:53](=[O:60])[N:54]([CH2:58][CH3:59])[CH:55]([CH3:57])[CH3:56])[CH3:51]. Product: [Cl:1][C:2]1[C:3]([F:42])=[C:4]([C@@H:8]2[C@:12]([C:15]3[CH:20]=[CH:19][C:18]([Cl:21])=[CH:17][C:16]=3[F:22])([C:13]#[N:14])[C@H:11]([CH2:23][C:24]([CH3:26])([CH3:27])[CH3:25])[NH:10][C@H:9]2[C:28]([NH:30][C:31]2[CH:39]=[CH:38][C:34]([C:35]([O:37][CH:50]([O:52][C:53](=[O:60])[N:54]([CH2:58][CH3:59])[CH:55]([CH3:56])[CH3:57])[CH3:51])=[O:36])=[CH:33][C:32]=2[O:40][CH3:41])=[O:29])[CH:5]=[CH:6][CH:7]=1. The catalyst class is: 42. (10) Reactant: [NH2:1][C@H:2]1[CH2:7][CH2:6][CH2:5][CH2:4][C@@H:3]1[N:8]1[C:12]([C:13]2[CH:18]=[CH:17][CH:16]=[CH:15][CH:14]=2)=[C:11]([C:19]([O:21][CH2:22][CH3:23])=[O:20])[N:10]=[CH:9]1.C(N(CC)CC)C.[C:31](Cl)(=[O:37])[O:32][CH2:33][CH2:34][O:35][CH3:36].C(=O)(O)[O-].[Na+]. Product: [CH3:36][O:35][CH2:34][CH2:33][O:32][C:31]([NH:1][C@H:2]1[CH2:7][CH2:6][CH2:5][CH2:4][C@@H:3]1[N:8]1[C:12]([C:13]2[CH:18]=[CH:17][CH:16]=[CH:15][CH:14]=2)=[C:11]([C:19]([O:21][CH2:22][CH3:23])=[O:20])[N:10]=[CH:9]1)=[O:37]. The catalyst class is: 1.